From a dataset of Reaction yield outcomes from USPTO patents with 853,638 reactions. Predict the reaction yield, written as a fraction of the theoretical maximum amount of product (1.0 means a 100% yield; for example, 0.34 means a 34% yield). The reactants are C([O:8][C:9]1[C:14](=[O:15])[C:13]([CH:16]([OH:21])[C:17]([F:20])([F:19])[F:18])=[CH:12][N:11]([CH3:22])[C:10]=1[CH3:23])C1C=CC=CC=1. The catalyst is CO.[Pd]. The product is [OH:8][C:9]1[C:14](=[O:15])[C:13]([CH:16]([OH:21])[C:17]([F:20])([F:18])[F:19])=[CH:12][N:11]([CH3:22])[C:10]=1[CH3:23]. The yield is 0.610.